From a dataset of Forward reaction prediction with 1.9M reactions from USPTO patents (1976-2016). Predict the product of the given reaction. (1) The product is: [CH3:1][O:2][C:3]1[CH:4]=[CH:5][C:6]([CH2:9][CH2:10][C:11]2[CH:16]=[CH:15][C:14]([CH3:17])=[CH:13][C:12]=2[NH2:18])=[CH:7][CH:8]=1. Given the reactants [CH3:1][O:2][C:3]1[CH:8]=[CH:7][C:6]([CH:9]=[CH:10][C:11]2[CH:16]=[CH:15][C:14]([CH3:17])=[CH:13][C:12]=2[N+:18]([O-])=O)=[CH:5][CH:4]=1.[H][H], predict the reaction product. (2) The product is: [CH3:1][C@H:2]1[CH2:3][C:4](=[O:17])[CH2:5][C@@H:6]([C:8]2[CH:13]=[CH:12][N:11]=[CH:10][C:9]=2[N+:14]([O-:16])=[O:15])[O:7]1. Given the reactants [CH3:1][C@H:2]1[O:7][C@@H:6]([C:8]2[CH:13]=[CH:12][N:11]=[CH:10][C:9]=2[N+:14]([O-:16])=[O:15])[CH2:5][C:4]([O:17][Si](CC)(CC)CC)=[CH:3]1.Cl.[OH-].[Na+], predict the reaction product. (3) Given the reactants [Cl:1][C:2]1[CH:3]=[C:4]([CH:18]=[CH:19][CH:20]=1)[C:5]([NH:7][CH2:8][C:9]1[CH:14]=[CH:13][C:12]([C:15]#[N:16])=[CH:11][C:10]=1[OH:17])=[O:6].Cl[CH2:22][C:23]([NH:25][CH2:26][CH2:27][N:28]1[CH2:33][CH2:32][O:31][CH2:30][CH2:29]1)=[O:24], predict the reaction product. The product is: [Cl:1][C:2]1[CH:3]=[C:4]([CH:18]=[CH:19][CH:20]=1)[C:5]([NH:7][CH2:8][C:9]1[CH:14]=[CH:13][C:12]([C:15]#[N:16])=[CH:11][C:10]=1[O:17][CH2:22][C:23](=[O:24])[NH:25][CH2:26][CH2:27][N:28]1[CH2:29][CH2:30][O:31][CH2:32][CH2:33]1)=[O:6]. (4) Given the reactants [C:1]1([OH:7])[CH:6]=[CH:5][CH:4]=[CH:3][CH:2]=1.C(N[CH:12]([CH3:14])[CH3:13])(C)C.Cl[P:16](=[O:24])(Cl)[C:17]1[CH:22]=[CH:21][CH:20]=[CH:19][CH:18]=1.C([N-]C(C)C)(C)C.[Li+:32].[CH2:33]1C[O:36][CH2:35][CH2:34]1, predict the reaction product. The product is: [C:17]1([P:16]([C:13]2[CH:12]=[CH:14][CH:33]=[CH:34][C:35]=2[O-:36])([C:2]2[CH:3]=[CH:4][CH:5]=[CH:6][C:1]=2[O-:7])=[O:24])[CH:22]=[CH:21][CH:20]=[CH:19][CH:18]=1.[Li+:32].[Li+:32]. (5) Given the reactants Br[CH:2]([C:10]1[CH:15]=[CH:14][CH:13]=[CH:12][CH:11]=1)[C:3]1[CH:8]=[CH:7][C:6]([Cl:9])=[CH:5][CH:4]=1.[NH:16]1[CH2:19][CH:18]([CH:20]([C:25]2[CH:30]=[C:29]([F:31])[CH:28]=[C:27]([F:32])[CH:26]=2)[C:21]([O:23][CH3:24])=[O:22])[CH2:17]1.C([O-])([O-])=O.[Cs+].[Cs+], predict the reaction product. The product is: [CH3:24][O:23][C:21](=[O:22])[CH:20]([CH:18]1[CH2:17][N:16]([CH:2]([C:3]2[CH:8]=[CH:7][C:6]([Cl:9])=[CH:5][CH:4]=2)[C:10]2[CH:15]=[CH:14][CH:13]=[CH:12][CH:11]=2)[CH2:19]1)[C:25]1[CH:26]=[C:27]([F:32])[CH:28]=[C:29]([F:31])[CH:30]=1.